Dataset: Forward reaction prediction with 1.9M reactions from USPTO patents (1976-2016). Task: Predict the product of the given reaction. (1) Given the reactants [H-].[Na+].[CH2:3]([OH:10])[C:4]1[CH:9]=[CH:8][CH:7]=[CH:6][CH:5]=1.[Cl:11][C:12]1[CH:28]=[C:27]([Cl:29])[CH:26]=[CH:25][C:13]=1[CH2:14][NH:15][C:16](=[O:24])[C:17]1[CH:22]=[CH:21][N:20]=[C:19](F)[CH:18]=1, predict the reaction product. The product is: [CH2:3]([O:10][C:19]1[CH:18]=[C:17]([CH:22]=[CH:21][N:20]=1)[C:16]([NH:15][CH2:14][C:13]1[CH:25]=[CH:26][C:27]([Cl:29])=[CH:28][C:12]=1[Cl:11])=[O:24])[C:4]1[CH:9]=[CH:8][CH:7]=[CH:6][CH:5]=1. (2) Given the reactants [F:1][C:2]1[CH:7]=[CH:6][C:5]([C:8]2[CH2:12][C:11](=[O:13])[N:10]([CH3:14])[N:9]=2)=[CH:4][CH:3]=1.[C:15](OCC)(=[O:17])[CH3:16], predict the reaction product. The product is: [C:15]([CH:12]1[C:11](=[O:13])[N:10]([CH3:14])[N:9]=[C:8]1[C:5]1[CH:4]=[CH:3][C:2]([F:1])=[CH:7][CH:6]=1)(=[O:17])[CH3:16]. (3) Given the reactants [OH:1][NH:2][C:3]1([C:11]#[N:12])[CH2:8][CH2:7][N:6]([O:9][CH3:10])[CH2:5][CH2:4]1.C(=O)([O-])O.[Na+].[CH3:18][C:19]1[CH:24]=[CH:23][C:22]([CH3:25])=[CH:21][C:20]=1[CH2:26][C:27](Cl)=[O:28], predict the reaction product. The product is: [C:11]([C:3]1([N:2]([OH:1])[C:27](=[O:28])[CH2:26][C:20]2[CH:21]=[C:22]([CH3:25])[CH:23]=[CH:24][C:19]=2[CH3:18])[CH2:4][CH2:5][N:6]([O:9][CH3:10])[CH2:7][CH2:8]1)#[N:12].